Dataset: Reaction yield outcomes from USPTO patents with 853,638 reactions. Task: Predict the reaction yield, written as a fraction of the theoretical maximum amount of product (1.0 means a 100% yield; for example, 0.34 means a 34% yield). (1) The reactants are [CH:1]1([CH:7]([C:9]2[C:10]([CH3:24])=[N:11][N:12]([C:14]3[CH:19]=[CH:18][C:17]([C:20]([F:23])([F:22])[F:21])=[CH:16][CH:15]=3)[CH:13]=2)O)[CH2:6][CH2:5][CH2:4][CH2:3][CH2:2]1.[NH2:25][C:26]1[CH:31]=[CH:30][C:29]([C:32]([N:34]([CH3:42])[CH2:35][CH2:36][C:37]([O:39]CC)=[O:38])=[O:33])=[CH:28][CH:27]=1. No catalyst specified. The product is [CH:1]1([CH:7]([NH:25][C:26]2[CH:27]=[CH:28][C:29]([C:32]([N:34]([CH3:42])[CH2:35][CH2:36][C:37]([OH:39])=[O:38])=[O:33])=[CH:30][CH:31]=2)[C:9]2[C:10]([CH3:24])=[N:11][N:12]([C:14]3[CH:19]=[CH:18][C:17]([C:20]([F:23])([F:22])[F:21])=[CH:16][CH:15]=3)[CH:13]=2)[CH2:6][CH2:5][CH2:4][CH2:3][CH2:2]1. The yield is 0.350. (2) The reactants are [C:12]([O:11][C:9](O[C:9]([O:11][C:12]([CH3:15])([CH3:14])[CH3:13])=[O:10])=[O:10])([CH3:15])([CH3:14])[CH3:13].C(N(CC)CC)C.[Br:23][C:24]1[CH:31]=[CH:30][C:27]([CH2:28][NH2:29])=[CH:26][CH:25]=1. The catalyst is C(Cl)Cl. The product is [C:12]([O:11][C:9]([NH:29][CH2:28][C:27]1[CH:30]=[CH:31][C:24]([Br:23])=[CH:25][CH:26]=1)=[O:10])([CH3:13])([CH3:14])[CH3:15]. The yield is 0.810. (3) The reactants are [C:1]1([C@H:7]([NH:65][C:66]([O:68][C@@H:69]2[CH:74]3[CH2:75][CH2:76][N:71]([CH2:72][CH2:73]3)[CH2:70]2)=[O:67])[C:8]2[CH:9]=[C:10]([CH:62]=[CH:63][CH:64]=2)[O:11][CH2:12][C:13]2[O:17][C:16]([C:18]([O:20][CH2:21][CH2:22][CH2:23][CH2:24][N:25]([CH2:33][C@@H:34]([C:43]3[CH:52]=[CH:51][C:50]([O:53]CC4C=CC=CC=4)=[C:49]4[C:44]=3[CH:45]=[CH:46][C:47](=[O:61])[NH:48]4)[O:35][Si:36]([C:39]([CH3:42])([CH3:41])[CH3:40])([CH3:38])[CH3:37])[C:26]([O:28][C:29]([CH3:32])([CH3:31])[CH3:30])=[O:27])=[O:19])=[CH:15][CH:14]=2)[CH:6]=[CH:5][CH:4]=[CH:3][CH:2]=1.C(O)=O. The catalyst is CO.CCOCC.CCOC(C)=O.[Pd]. The product is [CH:18]([OH:20])=[O:19].[C:1]1([C@H:7]([NH:65][C:66]([O:68][C@@H:69]2[CH:74]3[CH2:75][CH2:76][N:71]([CH2:72][CH2:73]3)[CH2:70]2)=[O:67])[C:8]2[CH:9]=[C:10]([CH:62]=[CH:63][CH:64]=2)[O:11][CH2:12][C:13]2[O:17][C:16]([C:18]([O:20][CH2:21][CH2:22][CH2:23][CH2:24][N:25]([C:26]([O:28][C:29]([CH3:30])([CH3:31])[CH3:32])=[O:27])[CH2:33][C@H:34]([O:35][Si:36]([C:39]([CH3:40])([CH3:41])[CH3:42])([CH3:38])[CH3:37])[C:43]3[CH:52]=[CH:51][C:50]([OH:53])=[C:49]4[C:44]=3[CH:45]=[CH:46][C:47](=[O:61])[NH:48]4)=[O:19])=[CH:15][CH:14]=2)[CH:2]=[CH:3][CH:4]=[CH:5][CH:6]=1. The yield is 0.970. (4) The reactants are [Cl:1][C:2]1[CH:3]=[C:4]([OH:15])[CH:5]=[N:6][C:7]=1[O:8][C@H:9]([CH3:14])[C:10]([F:13])([F:12])[F:11].[Cl:16][C:17]1[C:18](F)=[CH:19][C:20]([F:33])=[C:21]([CH:32]=1)[C:22]([O:24][C:25]1[CH:30]=[CH:29][C:28]([CH3:31])=[CH:27][CH:26]=1)=[O:23].C([O-])([O-])=O.[K+].[K+]. The catalyst is CS(C)=O. The product is [Cl:16][C:17]1[C:18]([O:15][C:4]2[CH:5]=[N:6][C:7]([O:8][C@H:9]([CH3:14])[C:10]([F:11])([F:12])[F:13])=[C:2]([Cl:1])[CH:3]=2)=[CH:19][C:20]([F:33])=[C:21]([CH:32]=1)[C:22]([O:24][C:25]1[CH:30]=[CH:29][C:28]([CH3:31])=[CH:27][CH:26]=1)=[O:23]. The yield is 0.990. (5) The reactants are [CH3:1][C:2]1[O:6][C:5](=[O:7])[N:4]([CH2:8][C:9](=O)[CH3:10])[N:3]=1.[CH3:12][NH:13][NH2:14].C(O)(=O)C(O)=O. The catalyst is CC(O)C.O. The product is [CH3:12][N:13]1[C:5](=[O:7])[N:4]([NH:3][C:2](=[O:6])[CH3:1])[CH2:8][C:9]([CH3:10])=[N:14]1. The yield is 0.540. (6) The reactants are [CH3:1][O:2][C:3]1[C:8]2[N:9]=[C:10]([C:12]([OH:14])=O)[S:11][C:7]=2[C:6]([N:15]2[CH2:20][CH2:19][O:18][CH2:17][CH2:16]2)=[CH:5][CH:4]=1.C(N1C=CN=C1)(N1C=CN=C1)=O.Cl.[NH2:34][CH2:35][C:36]([C:38]1[CH:47]=[CH:46][C:41]2[O:42][CH2:43][CH2:44][O:45][C:40]=2[CH:39]=1)=[O:37].C(N(CC)CC)C. The catalyst is CN(C=O)C.O. The product is [O:42]1[C:41]2[CH:46]=[CH:47][C:38]([C:36](=[O:37])[CH2:35][NH:34][C:12]([C:10]3[S:11][C:7]4[C:6]([N:15]5[CH2:20][CH2:19][O:18][CH2:17][CH2:16]5)=[CH:5][CH:4]=[C:3]([O:2][CH3:1])[C:8]=4[N:9]=3)=[O:14])=[CH:39][C:40]=2[O:45][CH2:44][CH2:43]1. The yield is 0.500.